This data is from Catalyst prediction with 721,799 reactions and 888 catalyst types from USPTO. The task is: Predict which catalyst facilitates the given reaction. (1) Reactant: [OH:1][C@H:2]([CH2:26][OH:27])[CH2:3][N:4]1[C:9](=[O:10])[C:8]2[C:11]([NH:17][C:18]3[CH:23]=[CH:22][C:21]([I:24])=[CH:20][C:19]=3[F:25])=[CH:12][C:13](=[O:16])[N:14]([CH3:15])[C:7]=2[N:6]=[CH:5]1.[B-](F)(F)(F)[F:29].[B-](F)(F)(F)F.C1[N+]2(CCl)CC[N+](F)(CC2)C1. Product: [OH:1][C@H:2]([CH2:26][OH:27])[CH2:3][N:4]1[C:9](=[O:10])[C:8]2[C:11]([NH:17][C:18]3[CH:23]=[CH:22][C:21]([I:24])=[CH:20][C:19]=3[F:25])=[C:12]([F:29])[C:13](=[O:16])[N:14]([CH3:15])[C:7]=2[N:6]=[CH:5]1. The catalyst class is: 618. (2) Reactant: [C:1]1([CH:7]([C:19]2[CH:24]=[CH:23][CH:22]=[CH:21][CH:20]=2)[O:8][CH:9]2[CH2:14][CH2:13][N:12]([CH2:15][CH2:16][CH2:17][NH2:18])[CH2:11][CH2:10]2)[CH:6]=[CH:5][CH:4]=[CH:3][CH:2]=1.Cl[C:26]1[CH:27]=[CH:28][C:29]2[N:30]([CH:32]=[C:33]([C:35]([CH3:42])([CH3:41])[C:36]([O:38][CH2:39][CH3:40])=[O:37])[N:34]=2)[N:31]=1.C(=O)([O-])[O-].[Na+].[Na+].C(OCC)(=O)C. Product: [C:19]1([CH:7]([C:1]2[CH:2]=[CH:3][CH:4]=[CH:5][CH:6]=2)[O:8][CH:9]2[CH2:14][CH2:13][N:12]([CH2:15][CH2:16][CH2:17][NH:18][C:26]3[CH:27]=[CH:28][C:29]4[N:30]([CH:32]=[C:33]([C:35]([CH3:41])([CH3:42])[C:36]([O:38][CH2:39][CH3:40])=[O:37])[N:34]=4)[N:31]=3)[CH2:11][CH2:10]2)[CH:24]=[CH:23][CH:22]=[CH:21][CH:20]=1. The catalyst class is: 58. (3) Reactant: C(OC(=O)[NH:7][C:8]1[CH:13]=[C:12]([CH3:14])[C:11]([Cl:15])=[CH:10][C:9]=1[NH:16][C:17](=[O:33])[CH2:18][C:19](=O)[C:20]1[CH:25]=[CH:24][CH:23]=[C:22]([C:26]2[CH:31]=[N:30][CH:29]=[CH:28][N:27]=2)[CH:21]=1)(C)(C)C.C(O)(C(F)(F)F)=O. Product: [Cl:15][C:11]1[C:12]([CH3:14])=[CH:13][C:8]2[N:7]=[C:19]([C:20]3[CH:25]=[CH:24][CH:23]=[C:22]([C:26]4[CH:31]=[N:30][CH:29]=[CH:28][N:27]=4)[CH:21]=3)[CH2:18][C:17](=[O:33])[NH:16][C:9]=2[CH:10]=1. The catalyst class is: 2. (4) Reactant: [Br:1][C:2]1[C:11]2[C:6](=[CH:7][CH:8]=[CH:9][CH:10]=2)[C:5]([S:12]([NH:15][C:16]2([C:19]#[N:20])[CH2:18][CH2:17]2)(=[O:14])=[O:13])=[CH:4][CH:3]=1.[OH-:21].[Na+].OO. Product: [Br:1][C:2]1[C:11]2[C:6](=[CH:7][CH:8]=[CH:9][CH:10]=2)[C:5]([S:12]([NH:15][C:16]2([C:19]([NH2:20])=[O:21])[CH2:17][CH2:18]2)(=[O:13])=[O:14])=[CH:4][CH:3]=1. The catalyst class is: 5.